This data is from Peptide-MHC class I binding affinity with 185,985 pairs from IEDB/IMGT. The task is: Regression. Given a peptide amino acid sequence and an MHC pseudo amino acid sequence, predict their binding affinity value. This is MHC class I binding data. (1) The peptide sequence is FVIGGMTGV. The MHC is HLA-A24:03 with pseudo-sequence HLA-A24:03. The binding affinity (normalized) is 0.0847. (2) The peptide sequence is ASDDLEHWQ. The MHC is HLA-A01:01 with pseudo-sequence HLA-A01:01. The binding affinity (normalized) is 0.0847. (3) The peptide sequence is VMSELFDTL. The binding affinity (normalized) is 0.532. The MHC is HLA-A02:01 with pseudo-sequence HLA-A02:01. (4) The binding affinity (normalized) is 0.0966. The MHC is Mamu-B3901 with pseudo-sequence Mamu-B3901. The peptide sequence is QGVGGPGQK. (5) The peptide sequence is TPNQPSAEF. The MHC is HLA-B35:01 with pseudo-sequence HLA-B35:01. The binding affinity (normalized) is 0.658. (6) The MHC is HLA-B07:02 with pseudo-sequence HLA-B07:02. The binding affinity (normalized) is 0.100. The peptide sequence is LPRDKFRKS. (7) The MHC is HLA-A24:03 with pseudo-sequence HLA-A24:03. The peptide sequence is KVGVYKMHK. The binding affinity (normalized) is 0.0847. (8) The binding affinity (normalized) is 0. The peptide sequence is YTVWYPNL. The MHC is H-2-Db with pseudo-sequence H-2-Db.